From a dataset of Forward reaction prediction with 1.9M reactions from USPTO patents (1976-2016). Predict the product of the given reaction. Given the reactants [F:1][C:2]1[CH:11]=[C:10]([C:12]2[N:17]=[C:16]3[N:18]([CH2:21][C:22]4[CH:23]=[C:24]5[C:29](=[CH:30][CH:31]=4)[N:28]=[CH:27][CH:26]=[CH:25]5)[N:19]=[N:20][C:15]3=[CH:14][CH:13]=2)[CH:9]=[CH:8][C:3]=1C(NC)=O.FC1C=C(B2OC(C)(C)C(C)(C)O2)C=CC=1[O:39][CH:40]1[CH2:45][CH2:44][O:43][CH2:42][CH2:41]1.C(=O)([O-])[O-].[K+].[K+].O1CCOCC1, predict the reaction product. The product is: [F:1][C:2]1[CH:11]=[C:10]([C:12]2[N:17]=[C:16]3[N:18]([CH2:21][C:22]4[CH:23]=[C:24]5[C:29](=[CH:30][CH:31]=4)[N:28]=[CH:27][CH:26]=[CH:25]5)[N:19]=[N:20][C:15]3=[CH:14][CH:13]=2)[CH:9]=[CH:8][C:3]=1[O:39][CH:40]1[CH2:45][CH2:44][O:43][CH2:42][CH2:41]1.